Task: Regression. Given two drug SMILES strings and cell line genomic features, predict the synergy score measuring deviation from expected non-interaction effect.. Dataset: NCI-60 drug combinations with 297,098 pairs across 59 cell lines (1) Drug 1: C1=CC=C(C=C1)NC(=O)CCCCCCC(=O)NO. Drug 2: C1CC(=O)NC(=O)C1N2C(=O)C3=CC=CC=C3C2=O. Cell line: DU-145. Synergy scores: CSS=38.0, Synergy_ZIP=1.66, Synergy_Bliss=3.70, Synergy_Loewe=-22.3, Synergy_HSA=2.20. (2) Drug 1: C1=C(C(=O)NC(=O)N1)N(CCCl)CCCl. Drug 2: COC1=NC(=NC2=C1N=CN2C3C(C(C(O3)CO)O)O)N. Cell line: SW-620. Synergy scores: CSS=33.3, Synergy_ZIP=5.08, Synergy_Bliss=4.60, Synergy_Loewe=-4.90, Synergy_HSA=3.79.